Dataset: Peptide-MHC class II binding affinity with 134,281 pairs from IEDB. Task: Regression. Given a peptide amino acid sequence and an MHC pseudo amino acid sequence, predict their binding affinity value. This is MHC class II binding data. (1) The peptide sequence is LSELPDFLAKKGGEA. The binding affinity (normalized) is 0.230. The MHC is DRB1_0701 with pseudo-sequence DRB1_0701. (2) The peptide sequence is ISGYNFSLGAAVKAG. The MHC is DRB1_0802 with pseudo-sequence DRB1_0802. The binding affinity (normalized) is 0.265. (3) The peptide sequence is EKKYFAATQFEELAA. The MHC is DRB1_0701 with pseudo-sequence DRB1_0701. The binding affinity (normalized) is 0.732. (4) The peptide sequence is GRLQIVDKIDAAFKI. The MHC is DRB1_1201 with pseudo-sequence DRB1_1201. The binding affinity (normalized) is 0.631. (5) The MHC is HLA-DPA10103-DPB10401 with pseudo-sequence HLA-DPA10103-DPB10401. The binding affinity (normalized) is 0.0389. The peptide sequence is LKNCVDAKMTEEDKE. (6) The peptide sequence is NRATWASHIHLVIHR. The MHC is HLA-DQA10103-DQB10603 with pseudo-sequence HLA-DQA10103-DQB10603. The binding affinity (normalized) is 0. (7) The peptide sequence is QSSVASGFIGFCKSM. The MHC is DRB1_0101 with pseudo-sequence DRB1_0101. The binding affinity (normalized) is 0.701. (8) The peptide sequence is PSSGCYIHFFREPTD. The MHC is DRB1_0901 with pseudo-sequence DRB1_0901. The binding affinity (normalized) is 0.536. (9) The peptide sequence is FFQMTNTNPDQKCIT. The MHC is DRB1_0802 with pseudo-sequence DRB1_0802. The binding affinity (normalized) is 0.00629.